Dataset: Reaction yield outcomes from USPTO patents with 853,638 reactions. Task: Predict the reaction yield, written as a fraction of the theoretical maximum amount of product (1.0 means a 100% yield; for example, 0.34 means a 34% yield). (1) The reactants are [Cl:1][C:2]1[CH:7]=[C:6]([O:8][CH3:9])[CH:5]=[CH:4][C:3]=1[NH:10][C:11](=[S:20])[C:12]1[CH:17]=[CH:16][C:15]([O:18][CH3:19])=[CH:14][CH:13]=1.C(O)C.[OH-].[Na+].Cl. The catalyst is O.[Fe-3](C#N)(C#N)(C#N)(C#N)(C#N)C#N.[K+].[K+].[K+]. The product is [Cl:1][C:2]1[C:3]2[N:10]=[C:11]([C:12]3[CH:17]=[CH:16][C:15]([O:18][CH3:19])=[CH:14][CH:13]=3)[S:20][C:4]=2[CH:5]=[C:6]([O:8][CH3:9])[CH:7]=1. The yield is 0.930. (2) The reactants are Cl.[O:2]1[CH2:7][CH2:6][CH:5]([C:8]2[N:9](S(N(C)C)(=O)=O)[C:10]([CH:13]=[O:14])=[CH:11][N:12]=2)[CH2:4][CH2:3]1.C([O-])(O)=O.[Na+]. The catalyst is C1COCC1. The product is [O:2]1[CH2:3][CH2:4][CH:5]([C:8]2[NH:9][C:10]([CH:13]=[O:14])=[CH:11][N:12]=2)[CH2:6][CH2:7]1. The yield is 0.330. (3) The reactants are [Cl:1][C:2]1[C:3]([C:9]([OH:11])=O)=[N:4][C:5](Cl)=[CH:6][CH:7]=1.S(Cl)([Cl:14])=O.CN(C)[CH:18]=[CH:19][C:20]([O:22][CH2:23][CH3:24])=[O:21].C(N(CC)CC)C.[NH2:33][C@H:34]([CH2:38][OH:39])[CH:35]([CH3:37])[CH3:36].CN([CH:43]=[O:44])C. The catalyst is C1(C)C=CC=CC=1.C1COCC1. The product is [CH2:23]([O:22][C:20](=[O:21])[C:19]([C:9]([C:3]1[C:2]([Cl:1])=[CH:7][C:6]([Cl:14])=[C:5]([O:44][CH3:43])[N:4]=1)=[O:11])=[CH:18][NH:33][C@H:34]([CH2:38][OH:39])[CH:35]([CH3:37])[CH3:36])[CH3:24]. The yield is 0.785.